Dataset: M1 muscarinic receptor agonist screen with 61,833 compounds. Task: Binary Classification. Given a drug SMILES string, predict its activity (active/inactive) in a high-throughput screening assay against a specified biological target. (1) The compound is S(=O)(=O)(N1CCCCCC1)c1cc2c(oc(c2C)C(=O)NCCN2CCOCC2)cc1. The result is 0 (inactive). (2) The compound is n1c2c(CCC2)c(N)c2c1cccc2. The result is 0 (inactive).